From a dataset of Full USPTO retrosynthesis dataset with 1.9M reactions from patents (1976-2016). Predict the reactants needed to synthesize the given product. (1) Given the product [Br:10][C:11]1[CH:12]=[C:13]2[C:18](=[CH:19][CH:20]=1)[N:17]=[C:16]([C:5]1[CH:6]=[CH:7][C:2]([F:1])=[CH:3][CH:4]=1)[CH:15]=[CH:14]2, predict the reactants needed to synthesize it. The reactants are: [F:1][C:2]1[CH:7]=[CH:6][C:5]([Mg]Br)=[CH:4][CH:3]=1.[Br:10][C:11]1[CH:12]=[C:13]2[C:18](=[CH:19][CH:20]=1)[N:17]=[CH:16][CH:15]=[CH:14]2. (2) Given the product [C:32]([N:25]1[CH2:26][CH2:27][CH2:28][CH:23]([NH:22][C:15]2[N:14]=[C:13]([O:12][C:11]3[CH:29]=[CH:30][C:8]([O:1][C:2]4[CH:7]=[CH:6][CH:5]=[CH:4][CH:3]=4)=[CH:9][CH:10]=3)[C:18]([C:19]([NH2:21])=[O:20])=[CH:17][N:16]=2)[CH2:24]1)#[N:31], predict the reactants needed to synthesize it. The reactants are: [O:1]([C:8]1[CH:30]=[CH:29][C:11]([O:12][C:13]2[C:18]([C:19]([NH2:21])=[O:20])=[CH:17][N:16]=[C:15]([NH:22][CH:23]3[CH2:28][CH2:27][CH2:26][NH:25][CH2:24]3)[N:14]=2)=[CH:10][CH:9]=1)[C:2]1[CH:7]=[CH:6][CH:5]=[CH:4][CH:3]=1.[N:31]#[C:32]Br.C(=O)(O)[O-].[Na+]. (3) Given the product [NH2:7][CH2:8][CH2:9][CH:10]([NH:18][C:19]([C:20]1[CH:25]=[CH:24][C:23]([Cl:26])=[C:22]([NH:27][C:28]([C:30]2[C:41](=[O:42])[NH:40][C:33]3[N:34]=[C:35]([O:38][CH3:39])[N:36]=[CH:37][C:32]=3[CH:31]=2)=[O:29])[CH:21]=1)=[O:43])[C:11]1[CH:16]=[CH:15][CH:14]=[C:13]([Cl:17])[CH:12]=1, predict the reactants needed to synthesize it. The reactants are: C(OC(=O)[NH:7][CH2:8][CH2:9][CH:10]([NH:18][C:19](=[O:43])[C:20]1[CH:25]=[CH:24][C:23]([Cl:26])=[C:22]([NH:27][C:28]([C:30]2[C:41](=[O:42])[NH:40][C:33]3[N:34]=[C:35]([O:38][CH3:39])[N:36]=[CH:37][C:32]=3[CH:31]=2)=[O:29])[CH:21]=1)[C:11]1[CH:16]=[CH:15][CH:14]=[C:13]([Cl:17])[CH:12]=1)(C)(C)C.FC(F)(F)C(O)=O. (4) Given the product [CH2:31]([O:37][C:38]1[CH:39]=[CH:40][C:41]([C:2]2[CH:12]=[C:11]([C:13]([O:15][CH2:16][CH3:17])=[O:14])[CH:10]=[CH:9][C:3]=2[C:4]([O:6][CH2:7][CH3:8])=[O:5])=[CH:42][CH:43]=1)[CH2:32][CH2:33][CH2:34][CH2:35][CH3:36], predict the reactants needed to synthesize it. The reactants are: Br[C:2]1[CH:12]=[C:11]([C:13]([O:15][CH2:16][CH3:17])=[O:14])[CH:10]=[CH:9][C:3]=1[C:4]([O:6][CH2:7][CH3:8])=[O:5].C([O-])([O-])=O.[K+].[K+].C1(C)C=CC=CC=1.[CH2:31]([O:37][C:38]1[CH:43]=[CH:42][C:41](B(O)O)=[CH:40][CH:39]=1)[CH2:32][CH2:33][CH2:34][CH2:35][CH3:36].